Dataset: NCI-60 drug combinations with 297,098 pairs across 59 cell lines. Task: Regression. Given two drug SMILES strings and cell line genomic features, predict the synergy score measuring deviation from expected non-interaction effect. Drug 1: C1CN1P(=S)(N2CC2)N3CC3. Drug 2: CCCCC(=O)OCC(=O)C1(CC(C2=C(C1)C(=C3C(=C2O)C(=O)C4=C(C3=O)C=CC=C4OC)O)OC5CC(C(C(O5)C)O)NC(=O)C(F)(F)F)O. Cell line: IGROV1. Synergy scores: CSS=17.0, Synergy_ZIP=-9.66, Synergy_Bliss=-9.35, Synergy_Loewe=-27.2, Synergy_HSA=-9.00.